From a dataset of Reaction yield outcomes from USPTO patents with 853,638 reactions. Predict the reaction yield, written as a fraction of the theoretical maximum amount of product (1.0 means a 100% yield; for example, 0.34 means a 34% yield). (1) The reactants are [C:1]([O:5][C:6](=[O:22])[C@@H:7]([NH:11][CH2:12][C:13]1[CH:18]=[CH:17][CH:16]=[CH:15][C:14]=1[N+:19]([O-])=O)[CH:8]([CH3:10])[CH3:9])([CH3:4])([CH3:3])[CH3:2]. The catalyst is CCO.[Ni]. The product is [C:1]([O:5][C:6](=[O:22])[C@@H:7]([NH:11][CH2:12][C:13]1[CH:18]=[CH:17][CH:16]=[CH:15][C:14]=1[NH2:19])[CH:8]([CH3:10])[CH3:9])([CH3:3])([CH3:4])[CH3:2]. The yield is 1.00. (2) The reactants are [S:1]1[CH:5]=[CH:4][N:3]2[C:6]([CH2:9][C:10]3[CH:20]=[CH:19][C:13]4[N:14]=[C:15]([S:17][CH3:18])[S:16][C:12]=4[CH:11]=3)=[CH:7][N:8]=[C:2]12.C1C=C(Cl)C=C(C(OO)=[O:29])C=1.[O-]S([O-])(=S)=O.[Na+].[Na+]. The catalyst is C(Cl)Cl. The product is [S:1]1[CH:5]=[CH:4][N:3]2[C:6]([CH2:9][C:10]3[CH:20]=[CH:19][C:13]4[N:14]=[C:15]([S:17]([CH3:18])=[O:29])[S:16][C:12]=4[CH:11]=3)=[CH:7][N:8]=[C:2]12. The yield is 0.850.